Dataset: Reaction yield outcomes from USPTO patents with 853,638 reactions. Task: Predict the reaction yield, written as a fraction of the theoretical maximum amount of product (1.0 means a 100% yield; for example, 0.34 means a 34% yield). The reactants are [CH2:1]1COCC1.C[O:7][C:8]1[CH:13]=[C:12]([C:14]2[CH:19]=[CH:18][C:17]([N:20]3[CH2:24][C@H:23]([CH2:25][NH:26][C:27](=[O:29])[CH3:28])[O:22][C:21]3=[O:30])=[CH:16][CH:15]=2)[CH:11]=[CH:10][N:9]=1.C(=O)([O-])[O-].[K+].[K+].CI. The catalyst is C(Cl)Cl. The product is [CH3:1][N:9]1[CH2:10][CH2:11][CH:12]([C:14]2[CH:15]=[CH:16][C:17]([N:20]3[CH2:24][C@H:23]([CH2:25][NH:26][C:27](=[O:29])[CH3:28])[O:22][C:21]3=[O:30])=[CH:18][CH:19]=2)[CH2:13][C:8]1=[O:7]. The yield is 0.690.